Dataset: Peptide-MHC class I binding affinity with 185,985 pairs from IEDB/IMGT. Task: Regression. Given a peptide amino acid sequence and an MHC pseudo amino acid sequence, predict their binding affinity value. This is MHC class I binding data. The peptide sequence is NPQGERRAF. The MHC is HLA-A30:02 with pseudo-sequence HLA-A30:02. The binding affinity (normalized) is 0.213.